This data is from NCI-60 drug combinations with 297,098 pairs across 59 cell lines. The task is: Regression. Given two drug SMILES strings and cell line genomic features, predict the synergy score measuring deviation from expected non-interaction effect. (1) Drug 1: C1=C(C(=O)NC(=O)N1)N(CCCl)CCCl. Drug 2: CC=C1C(=O)NC(C(=O)OC2CC(=O)NC(C(=O)NC(CSSCCC=C2)C(=O)N1)C(C)C)C(C)C. Cell line: PC-3. Synergy scores: CSS=29.3, Synergy_ZIP=-1.88, Synergy_Bliss=1.20, Synergy_Loewe=-24.2, Synergy_HSA=2.86. (2) Drug 1: C1=CC(=CC=C1CCC2=CNC3=C2C(=O)NC(=N3)N)C(=O)NC(CCC(=O)O)C(=O)O. Drug 2: CC1C(C(CC(O1)OC2CC(CC3=C2C(=C4C(=C3O)C(=O)C5=C(C4=O)C(=CC=C5)OC)O)(C(=O)CO)O)N)O.Cl. Cell line: OVCAR3. Synergy scores: CSS=48.4, Synergy_ZIP=0.837, Synergy_Bliss=-5.04, Synergy_Loewe=15.7, Synergy_HSA=1.07.